From a dataset of Tyrosyl-DNA phosphodiesterase HTS with 341,365 compounds. Binary Classification. Given a drug SMILES string, predict its activity (active/inactive) in a high-throughput screening assay against a specified biological target. (1) The drug is S=c1n(c2cc3OCOc3cc2)c(n[nH]1)c1cc(OC)cc(OC)c1. The result is 0 (inactive). (2) The drug is Brc1ccc(S(=O)(=O)c2nc(oc2N2CCOCC2)c2ccccc2)cc1. The result is 0 (inactive). (3) The result is 0 (inactive). The compound is O=C(N1c2c(CCc3c1cccc3)cccc2)CN1CCCCC1. (4) The drug is o1[nH]c(c(C2=NCCCCC2)c1=O)c1ccccc1. The result is 0 (inactive). (5) The drug is FC(F)(F)c1c(C(=O)Nc2c3c(oc2C(=O)Nc2c(OC)cccc2)cccc3)cccc1. The result is 0 (inactive). (6) The drug is s1c2c(n3c1nc(c3)c1ccc(OC)cc1)ccc(C(=O)NC1CCCc3c1cccc3)c2. The result is 0 (inactive). (7) The drug is Clc1c(C(=O)Nc2c(C(=O)N3CCCCCC3)cccc2)cccc1. The result is 0 (inactive).